Dataset: Reaction yield outcomes from USPTO patents with 853,638 reactions. Task: Predict the reaction yield, written as a fraction of the theoretical maximum amount of product (1.0 means a 100% yield; for example, 0.34 means a 34% yield). (1) The reactants are Cl.[NH2:2][C@H:3]([C:6]([OH:8])=[O:7])[CH2:4][SH:5].[C:9](Cl)([C:22]1[CH:27]=[CH:26][CH:25]=[CH:24][CH:23]=1)([C:16]1[CH:21]=[CH:20][CH:19]=[CH:18][CH:17]=1)[C:10]1[CH:15]=[CH:14][CH:13]=[CH:12][CH:11]=1.C([O-])(=O)C.[Na+]. The catalyst is CN(C=O)C. The product is [C:9]([S:5][CH2:4][C@@H:3]([C:6]([OH:8])=[O:7])[NH2:2])([C:10]1[CH:15]=[CH:14][CH:13]=[CH:12][CH:11]=1)([C:22]1[CH:23]=[CH:24][CH:25]=[CH:26][CH:27]=1)[C:16]1[CH:17]=[CH:18][CH:19]=[CH:20][CH:21]=1. The yield is 0.890. (2) The yield is 0.720. The product is [C:1]([O:5][C:6]([N:8]1[CH2:9][CH2:10][N:11]([C:14]2[S:20][C:29]([C:30](=[O:33])[CH2:31][CH3:32])=[CH:16][N:15]=2)[CH2:12][CH2:13]1)=[O:7])([CH3:2])([CH3:3])[CH3:4]. The catalyst is C(O)C. The reactants are [C:1]([O:5][C:6]([N:8]1[CH2:13][CH2:12][N:11]([C:14](=[S:20])[N:15]=[CH:16]N(C)C)[CH2:10][CH2:9]1)=[O:7])([CH3:4])([CH3:3])[CH3:2].C(N(CC)CC)C.Br[CH2:29][C:30](=[O:33])[CH2:31][CH3:32]. (3) The reactants are [C:1](=[NH:21])([O:3][CH2:4][CH2:5][C:6]1[CH:11]=[CH:10][C:9]([O:12][C:13]2[CH:18]=[CH:17][C:16]([CH3:19])=[C:15]([F:20])[CH:14]=2)=[CH:8][CH:7]=1)[NH2:2].[CH:22]([CH:24]([CH2:29][C:30]1[CH:31]=[N:32][CH:33]=[N:34][CH:35]=1)[C:25](OC)=O)=[O:23].C([O-])([O-])=O.[K+].[K+]. The catalyst is CN1C(=O)CCC1. The product is [F:20][C:15]1[CH:14]=[C:13]([O:12][C:9]2[CH:8]=[CH:7][C:6]([CH2:5][CH2:4][O:3][C:1]3[NH:2][CH:25]=[C:24]([CH2:29][C:30]4[CH:35]=[N:34][CH:33]=[N:32][CH:31]=4)[C:22](=[O:23])[N:21]=3)=[CH:11][CH:10]=2)[CH:18]=[CH:17][C:16]=1[CH3:19]. The yield is 0.0371. (4) The reactants are C(OC([N:8]1[CH2:13][CH2:12][CH:11]([OH:14])[CH2:10][CH2:9]1)=O)(C)(C)C.[F:15][C:16]([F:33])([F:32])[O:17][C:18]1[CH:31]=[CH:30][C:21]([O:22][C:23]2[CH:28]=[CH:27][C:26](O)=[CH:25][CH:24]=2)=[CH:20][CH:19]=1.C1(P(C2C=CC=CC=2)C2C=CC=CC=2)C=CC=CC=1.CC(OC(/N=N/C(OC(C)C)=O)=O)C.[ClH:67]. The catalyst is C1COCC1.O1CCOCC1. The product is [ClH:67].[F:15][C:16]([F:32])([F:33])[O:17][C:18]1[CH:31]=[CH:30][C:21]([O:22][C:23]2[CH:28]=[CH:27][C:26]([O:14][CH:11]3[CH2:10][CH2:9][NH:8][CH2:13][CH2:12]3)=[CH:25][CH:24]=2)=[CH:20][CH:19]=1. The yield is 0.140.